This data is from Full USPTO retrosynthesis dataset with 1.9M reactions from patents (1976-2016). The task is: Predict the reactants needed to synthesize the given product. (1) The reactants are: Cl[C:2]1[N:7]=[C:6]([C:8]2[CH:13]=[CH:12][C:11]([F:14])=[CH:10][CH:9]=2)[CH:5]=[C:4]([C:15]([F:18])([F:17])[F:16])[N:3]=1.[Br:19][C:20]1[CH:21]=[C:22](B(O)O)[CH:23]=[CH:24][CH:25]=1. Given the product [Br:19][C:20]1[CH:25]=[C:24]([C:2]2[N:7]=[C:6]([C:8]3[CH:13]=[CH:12][C:11]([F:14])=[CH:10][CH:9]=3)[CH:5]=[C:4]([C:15]([F:18])([F:17])[F:16])[N:3]=2)[CH:23]=[CH:22][CH:21]=1, predict the reactants needed to synthesize it. (2) Given the product [ClH:3].[Cl:3][CH2:6][C:7]1[CH:18]=[CH:17][C:10]([CH2:11][N:12]2[CH2:16][CH2:15][CH2:14][CH2:13]2)=[CH:9][CH:8]=1, predict the reactants needed to synthesize it. The reactants are: S(Cl)([Cl:3])=O.O[CH2:6][C:7]1[CH:18]=[CH:17][C:10]([CH2:11][N:12]2[CH2:16][CH2:15][CH2:14][CH2:13]2)=[CH:9][CH:8]=1. (3) Given the product [CH3:11][C:4]1[CH:3]=[C:2]([CH3:1])[C:7]2[C:6]([C:5]=1[N+:12]([O-:14])=[O:13])=[N:10][S:9][N:8]=2, predict the reactants needed to synthesize it. The reactants are: [CH3:1][C:2]1[C:7]2=[N:8][S:9][N:10]=[C:6]2[CH:5]=[C:4]([CH3:11])[CH:3]=1.[N+:12]([O-])([OH:14])=[O:13]. (4) Given the product [S:12]1[C:16]([NH:17][S:7]([C:1]2[CH:6]=[CH:5][CH:4]=[CH:3][CH:2]=2)(=[O:9])=[O:8])=[CH:15][C:14]2[CH:18]=[CH:19][CH:20]=[CH:21][C:13]1=2, predict the reactants needed to synthesize it. The reactants are: [C:1]1([S:7](Cl)(=[O:9])=[O:8])[CH:6]=[CH:5][CH:4]=[CH:3][CH:2]=1.Cl.[S:12]1[C:16]([NH2:17])=[CH:15][C:14]2[CH:18]=[CH:19][CH:20]=[CH:21][C:13]1=2. (5) Given the product [F:22][C:17]1[CH:18]=[N:19][CH:20]=[CH:21][C:16]=1[C:15]1[O:1][C:2]2[CH:9]=[CH:8][C:7]([C:10]([F:13])([F:12])[F:11])=[CH:6][C:3]=2[CH:4]=1, predict the reactants needed to synthesize it. The reactants are: [OH:1][C:2]1[CH:9]=[CH:8][C:7]([C:10]([F:13])([F:12])[F:11])=[CH:6][C:3]=1[CH:4]=O.Cl[CH2:15][C:16]1[CH:21]=[CH:20][N:19]=[CH:18][C:17]=1[F:22].C(=O)([O-])[O-].[K+].[K+].CN(C=O)C. (6) The reactants are: [Cl:1][C:2]1[CH:28]=[N:27][C:5]2[N:6]=[C:7]([N:13]3[CH2:18][CH2:17][N:16](C(OC(C)(C)C)=O)[C@@H:15]([CH3:26])[CH2:14]3)[C:8]3[N:9]([CH:10]=[N:11][N:12]=3)[C:4]=2[CH:3]=1.C(O)(C(F)(F)F)=O. Given the product [Cl:1][C:2]1[CH:28]=[N:27][C:5]2[N:6]=[C:7]([N:13]3[CH2:18][CH2:17][NH:16][C@@H:15]([CH3:26])[CH2:14]3)[C:8]3[N:9]([CH:10]=[N:11][N:12]=3)[C:4]=2[CH:3]=1, predict the reactants needed to synthesize it. (7) Given the product [NH2:3][C:4]1[N:5]([C:18]2[C:27]3[C:22](=[CH:23][CH:24]=[CH:25][CH:26]=3)[C:21]([CH:28]3[CH2:30][CH2:29]3)=[CH:20][CH:19]=2)[C:6]([S:9][C:10]([CH3:17])([CH3:16])[C:11]([OH:13])=[O:12])=[N:7][N:8]=1, predict the reactants needed to synthesize it. The reactants are: [OH-].[Li+].[NH2:3][C:4]1[N:5]([C:18]2[C:27]3[C:22](=[CH:23][CH:24]=[CH:25][CH:26]=3)[C:21]([CH:28]3[CH2:30][CH2:29]3)=[CH:20][CH:19]=2)[C:6]([S:9][C:10]([CH3:17])([CH3:16])[C:11]([O:13]CC)=[O:12])=[N:7][N:8]=1.Cl.